Task: Predict the product of the given reaction.. Dataset: Forward reaction prediction with 1.9M reactions from USPTO patents (1976-2016) (1) Given the reactants [CH2:1]([S:11]([OH:14])(=[O:13])=[O:12])[CH2:2][S:3][S:4][CH2:5][CH2:6][S:7]([OH:10])(=[O:9])=[O:8].[OH-].[Ca+2:16].[OH-].CC(C)=O, predict the reaction product. The product is: [CH2:1]([S:11]([O-:14])(=[O:13])=[O:12])[CH2:2][S:3][S:4][CH2:5][CH2:6][S:7]([O-:10])(=[O:8])=[O:9].[Ca+2:16]. (2) Given the reactants [O:1]=[C:2]1[C:7]2[N:8]([CH2:15][CH2:16][CH3:17])[C:9]3[CH:10]=[CH:11][CH:12]=[CH:13][C:14]=3[C:6]=2[N:5]=[C:4]([S:18][CH2:19][C:20]([O:22]C(C)(C)C)=[O:21])[N:3]1[C:27]1[CH:32]=[CH:31][CH:30]=[CH:29][CH:28]=1.FC(F)(F)C(O)=O, predict the reaction product. The product is: [O:1]=[C:2]1[C:7]2[N:8]([CH2:15][CH2:16][CH3:17])[C:9]3[CH:10]=[CH:11][CH:12]=[CH:13][C:14]=3[C:6]=2[N:5]=[C:4]([S:18][CH2:19][C:20]([OH:22])=[O:21])[N:3]1[C:27]1[CH:32]=[CH:31][CH:30]=[CH:29][CH:28]=1. (3) Given the reactants [Cl:1][C:2]1[CH:3]=[C:4]([C:16]([NH:18][C@H:19]([C:21]2[CH:29]=[CH:28][C:24]([C:25]([OH:27])=[O:26])=[CH:23][CH:22]=2)[CH3:20])=[O:17])[C:5]([O:8][C:9]2[CH:14]=[CH:13][CH:12]=[C:11](F)[CH:10]=2)=[N:6][CH:7]=1.C1(O)C=CC=CC=1, predict the reaction product. The product is: [Cl:1][C:2]1[CH:3]=[C:4]([C:16]([NH:18][C@H:19]([C:21]2[CH:22]=[CH:23][C:24]([C:25]([OH:27])=[O:26])=[CH:28][CH:29]=2)[CH3:20])=[O:17])[C:5]([O:8][C:9]2[CH:10]=[CH:11][CH:12]=[CH:13][CH:14]=2)=[N:6][CH:7]=1.